From a dataset of Full USPTO retrosynthesis dataset with 1.9M reactions from patents (1976-2016). Predict the reactants needed to synthesize the given product. (1) Given the product [C:1]([C:5]1[CH:6]=[C:7]2[C:12](=[C:13]([F:15])[CH:14]=1)[C:11](=[O:16])[N:10]([C:17]1[C:18]([CH2:31][OH:32])=[C:19]([N:23]3[CH:27]=[C:26]([C:28]#[N:29])[C:25]([NH:40][C:37]4[CH:36]=[CH:35][C:34]([Cl:33])=[CH:39][N:38]=4)=[N:24]3)[CH:20]=[CH:21][CH:22]=1)[N:9]=[CH:8]2)([CH3:4])([CH3:3])[CH3:2], predict the reactants needed to synthesize it. The reactants are: [C:1]([C:5]1[CH:6]=[C:7]2[C:12](=[C:13]([F:15])[CH:14]=1)[C:11](=[O:16])[N:10]([C:17]1[C:18]([CH2:31][OH:32])=[C:19]([N:23]3[CH:27]=[C:26]([C:28]#[N:29])[C:25](I)=[N:24]3)[CH:20]=[CH:21][CH:22]=1)[N:9]=[CH:8]2)([CH3:4])([CH3:3])[CH3:2].[Cl:33][C:34]1[CH:35]=[CH:36][C:37]([NH2:40])=[N:38][CH:39]=1.CC1(C)C2C(=C(P(C3C=CC=CC=3)C3C=CC=CC=3)C=CC=2)OC2C(P(C3C=CC=CC=3)C3C=CC=CC=3)=CC=CC1=2.C(=O)([O-])[O-].[Cs+].[Cs+]. (2) Given the product [CH3:13][C:14]1[CH:19]=[CH:18][CH:17]=[C:16]([CH3:20])[C:15]=1[N:21]=[C:10]([C:8]1[N:9]=[C:4]([C:1](=[O:3])[CH3:2])[CH:5]=[CH:6][CH:7]=1)[CH3:11], predict the reactants needed to synthesize it. The reactants are: [C:1]([C:4]1[N:9]=[C:8]([C:10](=O)[CH3:11])[CH:7]=[CH:6][CH:5]=1)(=[O:3])[CH3:2].[CH3:13][C:14]1[CH:19]=[CH:18][CH:17]=[C:16]([CH3:20])[C:15]=1[NH2:21].C1(C)C=CC(S(O)(=O)=O)=CC=1. (3) Given the product [O:14]1[CH2:18][CH2:17][CH2:16][C@@H:15]1[C:10](=[O:6])[CH2:9][CH2:8][CH2:7][CH3:11], predict the reactants needed to synthesize it. The reactants are: C([Li])CCC.[O:6]1[CH2:10][CH2:9][CH2:8][C@@H:7]1[C:11]#N.Cl.[O:14]1[CH2:18][CH2:17][CH2:16][CH2:15]1. (4) Given the product [Cl:7][C:8]1[CH:13]=[C:12]([O:15][C:16]2[C:17]([C:23]([O:25][CH3:26])=[O:24])=[N:18][C:19]([CH3:22])=[CH:20][CH:21]=2)[CH:11]=[CH:10][N:9]=1, predict the reactants needed to synthesize it. The reactants are: C([O-])([O-])=O.[K+].[K+].[Cl:7][C:8]1[CH:13]=[C:12](F)[CH:11]=[CH:10][N:9]=1.[OH:15][C:16]1[C:17]([C:23]([O:25][CH3:26])=[O:24])=[N:18][C:19]([CH3:22])=[CH:20][CH:21]=1. (5) Given the product [I-:2].[CH:26]1([CH2:25][S:22]([C:19]2[CH:18]=[CH:17][C:16]([CH:9]([NH:8][C:6](=[O:7])[C:5]3[CH:29]=[CH:30][C:31]([Cl:33])=[CH:32][C:4]=3[Cl:3])[C:10]3[CH:11]=[N+:12]([CH3:1])[CH:13]=[CH:14][CH:15]=3)=[CH:21][CH:20]=2)(=[O:24])=[O:23])[CH2:27][CH2:28]1, predict the reactants needed to synthesize it. The reactants are: [CH3:1][I:2].[Cl:3][C:4]1[CH:32]=[C:31]([Cl:33])[CH:30]=[CH:29][C:5]=1[C:6]([NH:8][CH:9]([C:16]1[CH:21]=[CH:20][C:19]([S:22]([CH2:25][CH:26]2[CH2:28][CH2:27]2)(=[O:24])=[O:23])=[CH:18][CH:17]=1)[C:10]1[CH:11]=[N:12][CH:13]=[CH:14][CH:15]=1)=[O:7]. (6) Given the product [ClH:31].[Cl:31][C:28]1[CH:29]=[CH:30][C:25]([S:24]([C:21]2[CH:22]=[C:23]3[C:18]([CH:17]=[CH:16][N:15]=[C:14]3[N:11]3[CH2:12][CH2:13][NH:8][CH2:9][CH2:10]3)=[CH:19][CH:20]=2)(=[O:37])=[O:41])=[CH:26][CH:27]=1, predict the reactants needed to synthesize it. The reactants are: C(OC([N:8]1[CH2:13][CH2:12][N:11]([C:14]2[C:23]3[C:18](=[CH:19][CH:20]=[C:21]([S:24][C:25]4[CH:30]=[CH:29][C:28]([Cl:31])=[CH:27][CH:26]=4)[CH:22]=3)[CH:17]=[CH:16][N:15]=2)[CH2:10][CH2:9]1)=O)(C)(C)C.OO.FC(F)(F)C(O)=[O:37].[OH-:41].[Na+]. (7) The reactants are: C([O-])([O-])=O.[K+].[K+].CS(O[CH:12]1[CH2:17][CH2:16][O:15][CH:14]([C:18]2[CH:23]=[CH:22][C:21]([Cl:24])=[C:20]([O:25][CH3:26])[CH:19]=2)[CH2:13]1)(=O)=O.[F:27][C:28]([F:37])([F:36])[C:29]1[CH:30]=[C:31]([SH:35])[CH:32]=[CH:33][CH:34]=1. Given the product [Cl:24][C:21]1[CH:22]=[CH:23][C:18]([CH:14]2[CH2:13][CH:12]([S:35][C:31]3[CH:32]=[CH:33][CH:34]=[C:29]([C:28]([F:27])([F:36])[F:37])[CH:30]=3)[CH2:17][CH2:16][O:15]2)=[CH:19][C:20]=1[O:25][CH3:26], predict the reactants needed to synthesize it.